From a dataset of Forward reaction prediction with 1.9M reactions from USPTO patents (1976-2016). Predict the product of the given reaction. (1) Given the reactants C[O:2][C:3](=O)[CH2:4][C:5](=O)[CH3:6].Br[CH2:10][C:11]([C:13]1[CH:18]=[C:17]([F:19])[CH:16]=[CH:15][C:14]=1[O:20][CH3:21])=O.[CH:22]1([CH2:25][NH2:26])[CH2:24][CH2:23]1.[C@H:27]([NH2:31])([CH2:29][CH3:30])[CH3:28], predict the reaction product. The product is: [C@H:27]([NH:31][C:3]([C:4]1[CH:10]=[C:11]([C:13]2[CH:18]=[C:17]([F:19])[CH:16]=[CH:15][C:14]=2[O:20][CH3:21])[N:26]([CH2:25][CH:22]2[CH2:24][CH2:23]2)[C:5]=1[CH3:6])=[O:2])([CH2:29][CH3:30])[CH3:28]. (2) Given the reactants [NH2:1][C:2]1[N:3]=[CH:4][C:5]([C:8]2[C:9]([F:19])=[C:10]([OH:18])[C:11]([CH:14]3[CH2:17][CH2:16][CH2:15]3)=[CH:12][CH:13]=2)=[N:6][CH:7]=1.Br[CH2:21][C:22]1[CH:27]=[C:26]([Cl:28])[CH:25]=[CH:24][C:23]=1[Cl:29], predict the reaction product. The product is: [CH:14]1([C:11]2[CH:12]=[CH:13][C:8]([C:5]3[N:6]=[CH:7][C:2]([NH2:1])=[N:3][CH:4]=3)=[C:9]([F:19])[C:10]=2[O:18][CH2:21][C:22]2[CH:27]=[C:26]([Cl:28])[CH:25]=[CH:24][C:23]=2[Cl:29])[CH2:15][CH2:16][CH2:17]1. (3) The product is: [C:1]([C:3]1[CH:8]=[CH:7][C:6]([CH:9]2[N:14]3[N:15]=[C:16]([CH:18]([CH3:20])[CH3:19])[N:17]=[C:13]3[N:12]([C:33]3[CH:32]=[CH:31][CH:30]=[C:29]([C:28]([F:39])([F:38])[F:27])[CH:34]=3)[C:11]([CH3:21])=[C:10]2[C:22]#[N:23])=[CH:5][CH:4]=1)#[N:2]. Given the reactants [C:1]([C:3]1[CH:8]=[CH:7][C:6]([CH:9]2[N:14]3[N:15]=[C:16]([CH:18]([CH3:20])[CH3:19])[N:17]=[C:13]3[NH:12][C:11]([CH3:21])=[C:10]2[C:22]#[N:23])=[CH:5][CH:4]=1)#[N:2].ClCCl.[F:27][C:28]([F:39])([F:38])[C:29]1[CH:30]=[C:31](B(O)O)[CH:32]=[CH:33][CH:34]=1.C(N(CC)CC)C, predict the reaction product. (4) Given the reactants [CH2:1]([N:8]1[C:16]2[C:11](=[CH:12][C:13]([N+:17]([O-:19])=[O:18])=[CH:14][CH:15]=2)[C:10](Br)=[C:9]1[C:21]([O:23][CH2:24][CH3:25])=[O:22])[C:2]1[CH:7]=[CH:6][CH:5]=[CH:4][CH:3]=1.[C:26]([C:30]1[CH:35]=[CH:34][C:33](B(O)O)=[CH:32][CH:31]=1)([CH3:29])([CH3:28])[CH3:27].C(=O)([O-])[O-].[Na+].[Na+], predict the reaction product. The product is: [CH2:1]([N:8]1[C:16]2[C:11](=[CH:12][C:13]([N+:17]([O-:19])=[O:18])=[CH:14][CH:15]=2)[C:10]([C:33]2[CH:34]=[CH:35][C:30]([C:26]([CH3:29])([CH3:28])[CH3:27])=[CH:31][CH:32]=2)=[C:9]1[C:21]([O:23][CH2:24][CH3:25])=[O:22])[C:2]1[CH:7]=[CH:6][CH:5]=[CH:4][CH:3]=1.